From a dataset of Forward reaction prediction with 1.9M reactions from USPTO patents (1976-2016). Predict the product of the given reaction. (1) Given the reactants [F:1][C:2]1[CH:7]=[CH:6][C:5]([C:8]2[S:12][CH:11]([C:13]3[CH:18]=[CH:17][CH:16]=[C:15]([O:19][Si](C(C)C)(C(C)C)C(C)C)[C:14]=3[O:30][CH3:31])[N:10]([C:32]([C:34]3[C:39]([F:40])=[CH:38][C:37]([F:41])=[CH:36][C:35]=3[F:42])=[O:33])[N:9]=2)=[CH:4][CH:3]=1.[F-].C([N+](CCCC)(CCCC)CCCC)CCC.C[O:62][C:63](=[O:72])[C:64]1[CH:69]=[CH:68][C:67]([CH2:70]Br)=[CH:66][CH:65]=1.[Li+].[OH-], predict the reaction product. The product is: [F:1][C:2]1[CH:7]=[CH:6][C:5]([C:8]2[S:12][CH:11]([C:13]3[C:14]([O:30][CH3:31])=[C:15]([CH:16]=[CH:17][CH:18]=3)[O:19][CH2:70][C:67]3[CH:68]=[CH:69][C:64]([C:63]([OH:72])=[O:62])=[CH:65][CH:66]=3)[N:10]([C:32](=[O:33])[C:34]3[C:35]([F:42])=[CH:36][C:37]([F:41])=[CH:38][C:39]=3[F:40])[N:9]=2)=[CH:4][CH:3]=1. (2) Given the reactants Cl.N[C@H]1CCN([C@@H](COC)C(N2CCOCC2)=O)C1=O.[CH3:21][CH:22]([O:24][CH2:25][C@H:26]([N:35]1[CH2:39][CH2:38][C@H:37]([NH:40]C(=O)OC(C)(C)C)[C:36]1=[O:48])[C:27]([N:29]1[CH2:34][CH2:33][O:32][CH2:31][CH2:30]1)=[O:28])[CH3:23], predict the reaction product. The product is: [NH2:40][C@H:37]1[CH2:38][CH2:39][N:35]([C@@H:26]([CH2:25][O:24][CH:22]([CH3:21])[CH3:23])[C:27]([N:29]2[CH2:34][CH2:33][O:32][CH2:31][CH2:30]2)=[O:28])[C:36]1=[O:48]. (3) The product is: [CH2:36]([N:35]([CH2:38][CH3:39])[C:33](=[O:34])[CH2:32][O:27][C:25]([C:19]1[CH:20]=[C:21]([CH:22]=[CH:23][CH:24]=1)[CH2:40][N:41]1[C:42](=[O:43])[C:6]2([CH2:11][CH2:10][N:9]([C:12]([O:14][C:15]([CH3:18])([CH3:17])[CH3:16])=[O:13])[CH2:8][CH2:7]2)[N:5]([C:19]2[CH:24]=[CH:23][CH:22]=[CH:21][CH:20]=2)[CH2:44]1)=[O:28])[CH3:37]. Given the reactants O=C1[C:6]2([CH2:11][CH2:10][N:9]([C:12]([O:14][C:15]([CH3:18])([CH3:17])[CH3:16])=[O:13])[CH2:8][CH2:7]2)[N:5]([C:19]2[CH:24]=[CH:23][CH:22]=[CH:21][CH:20]=2)CN1.[C:25](=[O:28])([O-:27])[O-].[K+].[K+].Cl[CH2:32][C:33]([N:35]([CH2:38][CH3:39])[CH2:36][CH3:37])=[O:34].[CH3:40][N:41]([CH3:44])[CH:42]=[O:43], predict the reaction product. (4) Given the reactants [F:1][C:2]1[CH:29]=[CH:28][CH:27]=[CH:26][C:3]=1[O:4][C@@H:5]1[CH2:9][CH2:8][N:7]([C:10]([C:12]2[CH:17]=[CH:16][CH:15]=[C:14]([N:18]3[CH2:24][CH2:23][CH2:22][N:21]([CH3:25])[CH2:20][CH2:19]3)[N:13]=2)=[O:11])[CH2:6]1.[ClH:30], predict the reaction product. The product is: [ClH:30].[F:1][C:2]1[CH:29]=[CH:28][CH:27]=[CH:26][C:3]=1[O:4][C@@H:5]1[CH2:9][CH2:8][N:7]([C:10]([C:12]2[CH:17]=[CH:16][CH:15]=[C:14]([N:18]3[CH2:24][CH2:23][CH2:22][N:21]([CH3:25])[CH2:20][CH2:19]3)[N:13]=2)=[O:11])[CH2:6]1.